This data is from NCI-60 drug combinations with 297,098 pairs across 59 cell lines. The task is: Regression. Given two drug SMILES strings and cell line genomic features, predict the synergy score measuring deviation from expected non-interaction effect. Drug 1: CCC(=C(C1=CC=CC=C1)C2=CC=C(C=C2)OCCN(C)C)C3=CC=CC=C3.C(C(=O)O)C(CC(=O)O)(C(=O)O)O. Drug 2: C1CN(P(=O)(OC1)NCCCl)CCCl. Cell line: SW-620. Synergy scores: CSS=3.39, Synergy_ZIP=-0.919, Synergy_Bliss=-0.271, Synergy_Loewe=1.30, Synergy_HSA=-0.745.